Dataset: Peptide-MHC class II binding affinity with 134,281 pairs from IEDB. Task: Regression. Given a peptide amino acid sequence and an MHC pseudo amino acid sequence, predict their binding affinity value. This is MHC class II binding data. (1) The peptide sequence is GAMAKKGQEDKLRKA. The MHC is DRB1_1101 with pseudo-sequence DRB1_1101. The binding affinity (normalized) is 0.299. (2) The peptide sequence is LLTKFVAAALHNIKC. The MHC is DRB1_0101 with pseudo-sequence DRB1_0101. The binding affinity (normalized) is 0.957. (3) The peptide sequence is YDKFLANVRTVLTGK. The MHC is DRB1_0405 with pseudo-sequence DRB1_0405. The binding affinity (normalized) is 0.618.